This data is from Forward reaction prediction with 1.9M reactions from USPTO patents (1976-2016). The task is: Predict the product of the given reaction. (1) Given the reactants Cl.[C:2]([NH2:10])(=[NH:9])[C:3]1[CH:8]=[CH:7][CH:6]=[CH:5][CH:4]=1.C[O-].[Na+].Br[CH:15]([CH3:28])[C:16]([C:18]1[CH:27]=[CH:26][C:25]2[C:20](=[CH:21][CH:22]=[CH:23][CH:24]=2)[CH:19]=1)=O, predict the reaction product. The product is: [C:3]1([C:2]2[NH:9][C:15]([CH3:28])=[C:16]([C:18]3[CH:27]=[CH:26][C:25]4[C:20](=[CH:21][CH:22]=[CH:23][CH:24]=4)[CH:19]=3)[N:10]=2)[CH:8]=[CH:7][CH:6]=[CH:5][CH:4]=1. (2) Given the reactants [Br:1][C:2]1[CH:7]=[CH:6][N:5]=[C:4]([C:8]([OH:10])=O)[CH:3]=1.C1C=CC2N(O)N=NC=2C=1.CCN=C=NCCCN(C)C.C(N(CC)CC)C.Cl.[C:40]([O:44][NH2:45])([CH3:43])([CH3:42])[CH3:41], predict the reaction product. The product is: [C:40]([O:44][NH:45][C:8]([C:4]1[CH:3]=[C:2]([Br:1])[CH:7]=[CH:6][N:5]=1)=[O:10])([CH3:43])([CH3:42])[CH3:41].